Dataset: Full USPTO retrosynthesis dataset with 1.9M reactions from patents (1976-2016). Task: Predict the reactants needed to synthesize the given product. (1) Given the product [CH3:19][O:20][C:21]1[CH:26]=[CH:25][CH:24]=[CH:23][C:22]=1[C:2]1[S:6][C:5]([C:7]([N:9]([C:11]2[CH:16]=[CH:15][CH:14]=[C:13]([O:17][CH3:18])[CH:12]=2)[CH3:10])=[O:8])=[CH:4][CH:3]=1, predict the reactants needed to synthesize it. The reactants are: Br[C:2]1[S:6][C:5]([C:7]([N:9]([C:11]2[CH:16]=[CH:15][CH:14]=[C:13]([O:17][CH3:18])[CH:12]=2)[CH3:10])=[O:8])=[CH:4][CH:3]=1.[CH3:19][O:20][C:21]1[CH:26]=[CH:25][CH:24]=[CH:23][C:22]=1B(O)O. (2) The reactants are: C(=O)([O-])[O-].[K+].[K+].[Cl:7][C:8]1[CH:13]=[CH:12][C:11]([CH:14]=[CH:15][C:16]2[CH:17]=[C:18]([OH:22])[CH:19]=[CH:20][CH:21]=2)=[CH:10][CH:9]=1.[CH2:23]([O:25][C:26]([C:28]1[C:29]2[S:37][CH:36]=[C:35]([CH2:38]Br)[C:30]=2[C:31]([Cl:34])=[N:32][CH:33]=1)=[O:27])[CH3:24]. Given the product [CH2:23]([O:25][C:26]([C:28]1[C:29]2[S:37][CH:36]=[C:35]([CH2:38][O:22][C:18]3[CH:19]=[CH:20][CH:21]=[C:16]([CH:15]=[CH:14][C:11]4[CH:12]=[CH:13][C:8]([Cl:7])=[CH:9][CH:10]=4)[CH:17]=3)[C:30]=2[C:31]([Cl:34])=[N:32][CH:33]=1)=[O:27])[CH3:24], predict the reactants needed to synthesize it. (3) The reactants are: [Cl:1][C:2]1[CH:7]=[CH:6][C:5]([CH2:8][CH2:9][NH:10][CH2:11][CH2:12][CH2:13][CH2:14][CH2:15][CH2:16][CH3:17])=[CH:4][CH:3]=1.[CH3:18][O:19][C:20]([C:22]1[CH:39]=[CH:38][CH:37]=[CH:36][C:23]=1[CH2:24][O:25][C:26]1[CH:31]=[CH:30][C:29]([CH2:32][C:33]([OH:35])=O)=[CH:28][CH:27]=1)=[O:21].F[B-](F)(F)F.N1(OC(N(C)C)=[N+](C)C)C2C=CC=CC=2N=N1.C(N(C(C)C)C(C)C)C. Given the product [Cl:1][C:2]1[CH:3]=[CH:4][C:5]([CH2:8][CH2:9][N:10]([CH2:11][CH2:12][CH2:13][CH2:14][CH2:15][CH2:16][CH3:17])[C:33](=[O:35])[CH2:32][C:29]2[CH:28]=[CH:27][C:26]([O:25][CH2:24][C:23]3[CH:36]=[CH:37][CH:38]=[CH:39][C:22]=3[C:20]([O:19][CH3:18])=[O:21])=[CH:31][CH:30]=2)=[CH:6][CH:7]=1, predict the reactants needed to synthesize it. (4) Given the product [Br:1][C:2]1[CH:3]=[N:4][C:5]2[C:10]([CH:11]=1)=[CH:9][N:8]([CH2:17][C:16]1[CH:19]=[CH:20][CH:21]=[C:14]([F:13])[CH:15]=1)[C:7](=[O:12])[CH:6]=2, predict the reactants needed to synthesize it. The reactants are: [Br:1][C:2]1[CH:11]=[C:10]2[C:5]([CH:6]=[C:7]([OH:12])[N:8]=[CH:9]2)=[N:4][CH:3]=1.[F:13][C:14]1[CH:15]=[C:16]([CH:19]=[CH:20][CH:21]=1)[CH2:17]Br.C(=O)([O-])[O-].[Cs+].[Cs+]. (5) Given the product [Cl:22][C:17]1[C:18]([O:20][CH3:21])=[CH:19][C:13]2[S:12][C:28]3[C:29](=[O:31])[NH:30][CH:25]([CH2:23][CH3:24])[CH2:26][C:27]=3[NH:15][C:14]=2[CH:16]=1, predict the reactants needed to synthesize it. The reactants are: [NH2:15][C:14]1[CH:16]=[C:17]([Cl:22])[C:18]([O:20][CH3:21])=[CH:19][C:13]=1[S:12][S:12][C:13]1[CH:19]=[C:18]([O:20][CH3:21])[C:17]([Cl:22])=[CH:16][C:14]=1[NH2:15].[CH2:23]([CH:25]1[NH:30][C:29](=[O:31])[CH2:28][C:27](=O)[CH2:26]1)[CH3:24].